From a dataset of Reaction yield outcomes from USPTO patents with 853,638 reactions. Predict the reaction yield, written as a fraction of the theoretical maximum amount of product (1.0 means a 100% yield; for example, 0.34 means a 34% yield). (1) The reactants are [NH2:1][OH:2].[F:3][C:4]([F:23])([F:22])[C:5]1[N:9]2[N:10]=[C:11]([N:14]3[CH2:19][CH2:18][N:17]([C:20]#[N:21])[CH2:16][CH2:15]3)[CH:12]=[CH:13][C:8]2=[N:7][N:6]=1. The yield is 0.870. The product is [OH:2][NH:1][C:20]([N:17]1[CH2:18][CH2:19][N:14]([C:11]2[CH:12]=[CH:13][C:8]3[N:9]([C:5]([C:4]([F:23])([F:3])[F:22])=[N:6][N:7]=3)[N:10]=2)[CH2:15][CH2:16]1)=[NH:21]. The catalyst is C(O)C. (2) The reactants are [CH3:1][O:2][C:3](=[O:20])[C:4]1[CH:9]=[C:8]([NH2:10])[C:7]([NH2:11])=[C:6]([Cl:12])[C:5]=1[NH:13][C:14]1[CH:19]=[CH:18][CH:17]=[CH:16][CH:15]=1.[C:21](O)(=O)C.C(N)=N. The catalyst is CCO.CCOC(C)=O. The product is [CH3:1][O:2][C:3]([C:4]1[C:5]([NH:13][C:14]2[CH:15]=[CH:16][CH:17]=[CH:18][CH:19]=2)=[C:6]([Cl:12])[C:7]2[N:11]=[CH:21][NH:10][C:8]=2[CH:9]=1)=[O:20]. The yield is 0.990. (3) The reactants are Cl[C:2]1[C:3]2[N:4]([CH2:13][CH2:14][N:15]=2)[C:5]2[C:10]([N:11]=1)=[CH:9][CH:8]=[C:7]([Cl:12])[CH:6]=2.[CH3:16][N:17]1[CH2:22][CH2:21][NH:20][CH2:19][CH2:18]1. The yield is 0.790. The product is [Cl:12][C:7]1[CH:6]=[C:5]2[C:10]([N:11]=[C:2]([N:20]3[CH2:21][CH2:22][N:17]([CH3:16])[CH2:18][CH2:19]3)[C:3]3[N:4]2[CH2:13][CH2:14][N:15]=3)=[CH:9][CH:8]=1. The catalyst is CCO. (4) The reactants are [Cl:1][C:2]1[CH:8]=[CH:7][C:5]([NH2:6])=[CH:4][C:3]=1[C:9]([F:12])([F:11])[F:10].[CH2:13]([O:15][C:16]1[C:21](=[O:22])[NH:20][CH:19]=[C:18]([C:23]2[CH:28]=[CH:27][C:26]([CH2:29][C:30](O)=[O:31])=[C:25]([F:33])[CH:24]=2)[CH:17]=1)[CH3:14].C1C=CC2N(O)N=NC=2C=1.C(Cl)CCl.CCN(CC)CC. The catalyst is CN(C=O)C. The product is [Cl:1][C:2]1[CH:8]=[CH:7][C:5]([NH:6][C:30](=[O:31])[CH2:29][C:26]2[CH:27]=[CH:28][C:23]([C:18]3[CH:17]=[C:16]([O:15][CH2:13][CH3:14])[C:21](=[O:22])[NH:20][CH:19]=3)=[CH:24][C:25]=2[F:33])=[CH:4][C:3]=1[C:9]([F:10])([F:11])[F:12]. The yield is 0.236.